Dataset: Full USPTO retrosynthesis dataset with 1.9M reactions from patents (1976-2016). Task: Predict the reactants needed to synthesize the given product. (1) Given the product [CH3:14][C:9]1[CH:8]=[C:7]([N:1]2[CH2:4][CH2:3][C:2]2=[O:5])[CH:12]=[C:11]([CH3:13])[CH:10]=1, predict the reactants needed to synthesize it. The reactants are: [NH:1]1[CH2:4][CH2:3][C:2]1=[O:5].I[C:7]1[CH:8]=[C:9]([CH3:14])[CH:10]=[C:11]([CH3:13])[CH:12]=1. (2) Given the product [O:38]1[CH2:39][CH2:40][N:35]([C:17]2[C:18]3[N:19]([CH:20]=[C:21]([CH2:23][O:24][C:25]4[CH:34]=[CH:33][C:32]5[C:27](=[CH:28][CH:29]=[CH:30][CH:31]=5)[N:26]=4)[N:22]=3)[C:14]([CH:11]3[CH2:10][CH2:9][N:8]([CH2:51][C:52]([O:54][C:55]([CH3:58])([CH3:57])[CH3:56])=[O:53])[CH2:13][CH2:12]3)=[CH:15][N:16]=2)[CH2:36][CH2:37]1, predict the reactants needed to synthesize it. The reactants are: FC(F)(F)C(O)=O.[NH:8]1[CH2:13][CH2:12][CH:11]([C:14]2[N:19]3[CH:20]=[C:21]([CH2:23][O:24][C:25]4[CH:34]=[CH:33][C:32]5[C:27](=[CH:28][CH:29]=[CH:30][CH:31]=5)[N:26]=4)[N:22]=[C:18]3[C:17]([N:35]3[CH2:40][CH2:39][O:38][CH2:37][CH2:36]3)=[N:16][CH:15]=2)[CH2:10][CH2:9]1.CCN(C(C)C)C(C)C.Br[CH2:51][C:52]([O:54][C:55]([CH3:58])([CH3:57])[CH3:56])=[O:53]. (3) Given the product [NH2:19][C:7]1[C:6]2[C:2]([C:26]3[CH:25]=[CH:24][C:23]([NH:37][C:38]([C:40]4[N:41]([CH3:49])[C:42]5[C:47]([CH:48]=4)=[CH:46][CH:45]=[CH:44][CH:43]=5)=[O:39])=[C:22]([O:21][CH3:20])[CH:27]=3)=[CH:3][S:4][C:5]=2[C:10]([C:11]2[CH:12]=[N:13][C:14]([O:17][CH3:18])=[CH:15][CH:16]=2)=[CH:9][N:8]=1, predict the reactants needed to synthesize it. The reactants are: Br[C:2]1[C:6]2[C:7]([NH2:19])=[N:8][CH:9]=[C:10]([C:11]3[CH:12]=[N:13][C:14]([O:17][CH3:18])=[CH:15][CH:16]=3)[C:5]=2[S:4][CH:3]=1.[CH3:20][O:21][C:22]1[CH:27]=[C:26](B2OC(C)(C)C(C)(C)O2)[CH:25]=[CH:24][C:23]=1[NH:37][C:38]([C:40]1[N:41]([CH3:49])[C:42]2[C:47]([CH:48]=1)=[CH:46][CH:45]=[CH:44][CH:43]=2)=[O:39].C([O-])([O-])=O.[Na+].[Na+].